From a dataset of Catalyst prediction with 721,799 reactions and 888 catalyst types from USPTO. Predict which catalyst facilitates the given reaction. Reactant: [OH:1][CH2:2][C:3]1[CH:20]=[CH:19][C:6]([O:7][CH2:8][CH2:9][CH2:10][NH:11]C(=O)OC(C)(C)C)=[CH:5][CH:4]=1.[ClH:21]. Product: [ClH:21].[NH2:11][CH2:10][CH2:9][CH2:8][O:7][C:6]1[CH:19]=[CH:20][C:3]([CH2:2][OH:1])=[CH:4][CH:5]=1. The catalyst class is: 12.